From a dataset of hERG potassium channel inhibition data for cardiac toxicity prediction from Karim et al.. Regression/Classification. Given a drug SMILES string, predict its toxicity properties. Task type varies by dataset: regression for continuous values (e.g., LD50, hERG inhibition percentage) or binary classification for toxic/non-toxic outcomes (e.g., AMES mutagenicity, cardiotoxicity, hepatotoxicity). Dataset: herg_karim. (1) The molecule is CCOC(=O)N1CCC(C)(CN2CCC3(CC2)CN(S(C)(=O)=O)c2ncccc23)CC1. The result is 1 (blocker). (2) The molecule is CC(C)(C)NC(=O)NCCN1CCC(O)(CNC(=O)c2cc(Cl)cc(Cl)c2)CC1. The result is 0 (non-blocker). (3) The drug is NC(=O)C(c1ccccc1)(c1ccccc1)[C@@H]1CCN(CCc2ccc3c(c2)CCO3)C1. The result is 1 (blocker). (4) The molecule is C[C@H]1Cc2c(ncnc2Oc2ccc3c(ccn3C(=O)Nc3cc(C4(C(F)(F)F)CC4)on3)c2)CN1. The result is 1 (blocker).